The task is: Regression. Given a peptide amino acid sequence and an MHC pseudo amino acid sequence, predict their binding affinity value. This is MHC class II binding data.. This data is from Peptide-MHC class II binding affinity with 134,281 pairs from IEDB. The peptide sequence is EDLVRAYHAMSRTHE. The MHC is HLA-DQA10501-DQB10201 with pseudo-sequence HLA-DQA10501-DQB10201. The binding affinity (normalized) is 0.0668.